This data is from Catalyst prediction with 721,799 reactions and 888 catalyst types from USPTO. The task is: Predict which catalyst facilitates the given reaction. (1) Reactant: C(OC([NH:8][C:9]1[CH:14]=[C:13]([CH2:15][OH:16])[N:12]=[C:11]([C:17]([O:19]C)=O)[CH:10]=1)=O)(C)(C)C.[CH3:21][NH2:22]. Product: [NH2:8][C:9]1[CH:14]=[C:13]([CH2:15][OH:16])[N:12]=[C:11]([C:17]([NH:22][CH3:21])=[O:19])[CH:10]=1. The catalyst class is: 5. (2) Reactant: CN(C)/[CH:3]=[CH:4]/[C:5]([C:7]1[C:12](=[O:13])[CH:11]=[CH:10][N:9]([C:14]2[CH:19]=[CH:18][C:17]([O:20][C:21]([F:24])([F:23])[F:22])=[CH:16][CH:15]=2)[N:8]=1)=O.[NH:26]([C:28]1[CH:29]=[C:30]([CH:33]=[CH:34][CH:35]=1)[C:31]#[N:32])[NH2:27]. Product: [O:13]=[C:12]1[CH:11]=[CH:10][N:9]([C:14]2[CH:15]=[CH:16][C:17]([O:20][C:21]([F:24])([F:23])[F:22])=[CH:18][CH:19]=2)[N:8]=[C:7]1[C:5]1[N:26]([C:28]2[CH:29]=[C:30]([CH:33]=[CH:34][CH:35]=2)[C:31]#[N:32])[N:27]=[CH:3][CH:4]=1. The catalyst class is: 8. (3) Reactant: FC(F)(F)C1C=CC2N(C3C=C(C4C=CC=CC=4C(OCC)C)C=CC=3)C=[N:9][C:5]=2[CH:4]=1.F[C:32](F)(F)[C:33]1[CH:56]=[CH:55][C:36]2[N:37]([C:40]3[CH:41]=[C:42]([C:46]4[CH:51]=[CH:50][CH:49]=[CH:48][C:47]=4[CH:52]([OH:54])[CH3:53])[CH:43]=[CH:44][CH:45]=3)[CH:38]=[N:39][C:35]=2[CH:34]=1.[H-].[Na+].ICC.C[N:65](C=O)C. Product: [NH:9]1[CH:5]=[CH:4][C:32]([C:33]2[CH:56]=[CH:55][C:36]3[N:37]([C:40]4[CH:41]=[C:42]([C:46]5[CH:51]=[CH:50][CH:49]=[CH:48][C:47]=5[CH:52]([OH:54])[CH3:53])[CH:43]=[CH:44][CH:45]=4)[CH:38]=[N:39][C:35]=3[CH:34]=2)=[N:65]1. The catalyst class is: 6. (4) Reactant: [ClH:1].[CH3:2][O:3][C:4]1[CH:5]=[CH:6][CH:7]=[C:8]2[C:12]=1[CH:11]([NH2:13])[CH2:10][CH2:9]2.S(Cl)([Cl:17])(=O)=O. Product: [Cl:1][C:7]1[CH:6]=[C:5]([Cl:17])[C:4]([O:3][CH3:2])=[C:12]2[C:8]=1[CH2:9][CH2:10][CH:11]2[NH2:13]. The catalyst class is: 15. (5) Reactant: [CH3:1][O:2][C:3](=[O:14])[C:4]1[CH:9]=[CH:8][C:7]([OH:10])=[C:6]([N+:11]([O-:13])=[O:12])[CH:5]=1.N1C=CC=CC=1.[F:21][C:22]([F:35])([F:34])[S:23](O[S:23]([C:22]([F:35])([F:34])[F:21])(=[O:25])=[O:24])(=[O:25])=[O:24]. Product: [CH3:1][O:2][C:3](=[O:14])[C:4]1[CH:9]=[CH:8][C:7]([O:10][S:23]([C:22]([F:35])([F:34])[F:21])(=[O:25])=[O:24])=[C:6]([N+:11]([O-:13])=[O:12])[CH:5]=1. The catalyst class is: 4.